Dataset: Forward reaction prediction with 1.9M reactions from USPTO patents (1976-2016). Task: Predict the product of the given reaction. (1) Given the reactants [H-].[Na+].F[C:4]1[CH:5]=[C:6]2[C:11](=[CH:12][C:13]=1[O:14][CH3:15])[N:10]=[C:9]([C:16]1[CH:21]=[CH:20][CH:19]=[C:18]([C:22]([F:25])([F:24])[F:23])[CH:17]=1)[C:8]([CH3:26])=[C:7]2[C:27]([OH:29])=[O:28].[CH2:30]([S-:32])[CH3:31].[Na+].I[CH3:35], predict the reaction product. The product is: [CH2:30]([S:32][C:4]1[CH:5]=[C:6]2[C:11](=[CH:12][C:13]=1[O:14][CH3:15])[N:10]=[C:9]([C:16]1[CH:21]=[CH:20][CH:19]=[C:18]([C:22]([F:24])([F:25])[F:23])[CH:17]=1)[C:8]([CH3:26])=[C:7]2[C:27]([O:29][CH3:35])=[O:28])[CH3:31]. (2) The product is: [C:27]([O:26][C:24]([N:21]1[CH2:20][CH2:19][N:18]([C:15]2[CH:14]=[CH:13][C:12]([C:7]3[N:6]=[C:5]4[N:4]([C:31]5[CH:36]=[CH:35][CH:34]=[CH:33][CH:32]=5)[N:3]=[C:2]([CH3:1])[C:10]4=[C:9]([O:11][CH3:37])[CH:8]=3)=[CH:17][CH:16]=2)[CH2:23][CH2:22]1)=[O:25])([CH3:30])([CH3:28])[CH3:29]. Given the reactants [CH3:1][C:2]1[C:10]2[C:9](=[O:11])[CH:8]=[C:7]([C:12]3[CH:17]=[CH:16][C:15]([N:18]4[CH2:23][CH2:22][N:21]([C:24]([O:26][C:27]([CH3:30])([CH3:29])[CH3:28])=[O:25])[CH2:20][CH2:19]4)=[CH:14][CH:13]=3)[NH:6][C:5]=2[N:4]([C:31]2[CH:36]=[CH:35][CH:34]=[CH:33][CH:32]=2)[N:3]=1.[CH:37]1C=CC(P(C2C=CC=CC=2)C2C=CC=CC=2)=CC=1.CO.CCOC(/N=N/C(OCC)=O)=O, predict the reaction product. (3) Given the reactants C(OC([NH:8][CH2:9][CH:10]1[CH2:15][CH2:14][CH2:13][N:12]([C:16]([NH2:18])=[O:17])[CH2:11]1)=O)(C)(C)C.S(=O)(=O)(O)O, predict the reaction product. The product is: [NH2:8][CH2:9][CH:10]1[CH2:15][CH2:14][CH2:13][N:12]([C:16]([NH2:18])=[O:17])[CH2:11]1. (4) Given the reactants C([Li])CCC.Br[C:7]1[C:8]([N:21]2[CH2:26][CH2:25][O:24][CH2:23][CH2:22]2)=[N:9][N:10]2[C:15]([Si:16]([CH3:19])([CH3:18])[CH3:17])=[C:14]([Cl:20])[CH:13]=[CH:12][C:11]=12.[CH:27]([C:29]1[N:34]=[C:33]([C:35]([O:37][CH3:38])=[O:36])[CH:32]=[CH:31][CH:30]=1)=[O:28].[Cl-].[NH4+], predict the reaction product. The product is: [Cl:20][C:14]1[CH:13]=[CH:12][C:11]2[N:10]([N:9]=[C:8]([N:21]3[CH2:26][CH2:25][O:24][CH2:23][CH2:22]3)[C:7]=2[CH:27]([OH:28])[C:29]2[N:34]=[C:33]([C:35]([O:37][CH3:38])=[O:36])[CH:32]=[CH:31][CH:30]=2)[C:15]=1[Si:16]([CH3:19])([CH3:18])[CH3:17]. (5) Given the reactants C([O:3][C:4]([CH:6]1[CH2:11][CH2:10][N:9]([CH:12]2[CH2:17][CH2:16][N:15]([C:18]([O:20][CH2:21][CH3:22])=[O:19])[CH2:14][CH2:13]2)[CH2:8][CH2:7]1)=[O:5])C.O1CCCC1.O.O.[OH-].[Li+], predict the reaction product. The product is: [CH2:21]([O:20][C:18]([N:15]1[CH2:16][CH2:17][CH:12]([N:9]2[CH2:8][CH2:7][CH:6]([C:4]([OH:5])=[O:3])[CH2:11][CH2:10]2)[CH2:13][CH2:14]1)=[O:19])[CH3:22]. (6) Given the reactants [F:1][C:2]([F:19])([F:18])[C:3]1[CH:8]=[CH:7][C:6]([C:9]2[C:10]([C:15]([OH:17])=O)=[CH:11][CH:12]=[CH:13][CH:14]=2)=[CH:5][CH:4]=1.Cl.Cl.[NH2:22][C:23]1[CH:28]=[CH:27][C:26]([N:29]([CH2:32][CH2:33][C:34]2[CH:39]=[CH:38][CH:37]=[CH:36][N:35]=2)[CH:30]=[O:31])=[C:25]([Cl:40])[CH:24]=1.C1C=CC2N(O)N=NC=2C=1.CCN=C=NCCCN(C)C, predict the reaction product. The product is: [Cl:40][C:25]1[CH:24]=[C:23]([NH:22][C:15]([C:10]2[C:9]([C:6]3[CH:5]=[CH:4][C:3]([C:2]([F:1])([F:19])[F:18])=[CH:8][CH:7]=3)=[CH:14][CH:13]=[CH:12][CH:11]=2)=[O:17])[CH:28]=[CH:27][C:26]=1[N:29]([CH:30]=[O:31])[CH2:32][CH2:33][C:34]1[CH:39]=[CH:38][CH:37]=[CH:36][N:35]=1.